This data is from Reaction yield outcomes from USPTO patents with 853,638 reactions. The task is: Predict the reaction yield, written as a fraction of the theoretical maximum amount of product (1.0 means a 100% yield; for example, 0.34 means a 34% yield). The reactants are [C:1]1([S:7]([N:10]2[C:14]3=[N:15][CH:16]=[C:17]([N+:28]([O-])=O)[C:18]([NH:19][C@H:20]4[CH2:25][CH2:24][C@H:23]([C:26]#[N:27])[CH2:22][CH2:21]4)=[C:13]3[CH:12]=[CH:11]2)(=[O:9])=[O:8])[CH:6]=[CH:5][CH:4]=[CH:3][CH:2]=1.[Cl-].[NH4+]. The catalyst is C(O)C.O.[Fe]. The product is [NH2:28][C:17]1[C:18]([NH:19][C@H:20]2[CH2:21][CH2:22][C@H:23]([C:26]#[N:27])[CH2:24][CH2:25]2)=[C:13]2[CH:12]=[CH:11][N:10]([S:7]([C:1]3[CH:6]=[CH:5][CH:4]=[CH:3][CH:2]=3)(=[O:9])=[O:8])[C:14]2=[N:15][CH:16]=1. The yield is 0.970.